This data is from CYP3A4 inhibition data for predicting drug metabolism from PubChem BioAssay. The task is: Regression/Classification. Given a drug SMILES string, predict its absorption, distribution, metabolism, or excretion properties. Task type varies by dataset: regression for continuous measurements (e.g., permeability, clearance, half-life) or binary classification for categorical outcomes (e.g., BBB penetration, CYP inhibition). Dataset: cyp3a4_veith. The drug is N#Cc1ccccc1CN1C(=O)S/C(=C/c2cccn2-c2cccc(C(=O)O)c2)C1=O. The result is 0 (non-inhibitor).